From a dataset of Reaction yield outcomes from USPTO patents with 853,638 reactions. Predict the reaction yield, written as a fraction of the theoretical maximum amount of product (1.0 means a 100% yield; for example, 0.34 means a 34% yield). (1) The reactants are [NH2:1][C@@H:2]([CH3:30])[C@@H:3]([C:24]1[CH:29]=[CH:28][CH:27]=[CH:26][CH:25]=1)[O:4][C:5]1[CH:6]=[C:7]2[C:11](=[CH:12][CH:13]=1)[N:10]([C:14]1[CH:23]=[CH:22][C:17]([C:18]([O:20][CH3:21])=[O:19])=[CH:16][CH:15]=1)[N:9]=[CH:8]2.C(N(CC)CC)C.[O:38]1[CH:42]=[CH:41][CH:40]=[C:39]1[C:43](Cl)=[O:44]. The catalyst is ClCCl. The product is [O:38]1[CH:42]=[CH:41][CH:40]=[C:39]1[C:43]([NH:1][C@@H:2]([CH3:30])[C@@H:3]([C:24]1[CH:25]=[CH:26][CH:27]=[CH:28][CH:29]=1)[O:4][C:5]1[CH:6]=[C:7]2[C:11](=[CH:12][CH:13]=1)[N:10]([C:14]1[CH:23]=[CH:22][C:17]([C:18]([O:20][CH3:21])=[O:19])=[CH:16][CH:15]=1)[N:9]=[CH:8]2)=[O:44]. The yield is 0.481. (2) The reactants are [CH2:1]([O:3][C:4]1[C:5]([C:10]([F:15])([F:14])[C:11]([OH:13])=O)=[N:6][CH:7]=[CH:8][CH:9]=1)[CH3:2].P(Cl)(Cl)(Cl)=O.Cl.[NH2:22][CH2:23][C:24]1[CH:25]=[C:26]2[C:30](=[CH:31][CH:32]=1)[C:29](=[O:33])[N:28]([CH:34]1[CH2:39][CH2:38][C:37](=[O:40])[NH:36][C:35]1=[O:41])[CH2:27]2.C(=O)(O)[O-].[Na+]. The catalyst is N1C=CC=CC=1. The product is [O:41]=[C:35]1[CH:34]([N:28]2[CH2:27][C:26]3[C:30](=[CH:31][CH:32]=[C:24]([CH2:23][NH:22][C:11](=[O:13])[C:10]([C:5]4[C:4]([O:3][CH2:1][CH3:2])=[CH:9][CH:8]=[CH:7][N:6]=4)([F:15])[F:14])[CH:25]=3)[C:29]2=[O:33])[CH2:39][CH2:38][C:37](=[O:40])[NH:36]1. The yield is 0.130. (3) The reactants are C(=O)([O-])[O-].[K+].[K+].Br[CH2:8][C:9]#[C:10][CH3:11].[OH:12][C:13]1[CH:22]=[CH:21][C:16]([C:17]([O:19][CH3:20])=[O:18])=[CH:15][CH:14]=1. The catalyst is CC(=O)CC. The product is [CH2:8]([O:12][C:13]1[CH:14]=[CH:15][C:16]([C:17]([O:19][CH3:20])=[O:18])=[CH:21][CH:22]=1)[C:9]#[C:10][CH3:11]. The yield is 1.00. (4) The reactants are [CH3:1][C:2]([C:4]1[CH:9]=[C:8]([N+:10]([O-:12])=[O:11])[CH:7]=[CH:6][C:5]=1F)=O.[NH2:14][NH2:15].CCOC(C)=O. The catalyst is C(O)CO. The product is [CH3:1][C:2]1[C:4]2[C:5](=[CH:6][CH:7]=[C:8]([N+:10]([O-:12])=[O:11])[CH:9]=2)[NH:15][N:14]=1. The yield is 0.530.